From a dataset of Forward reaction prediction with 1.9M reactions from USPTO patents (1976-2016). Predict the product of the given reaction. (1) Given the reactants COC1C=CC(C(O[C:10]2[C:15]([NH:16][C:17](=[O:26])[C:18]3[CH:23]=[CH:22][C:21]([O:24]C)=[CH:20][CH:19]=3)=[CH:14][C:13]([O:27]C)=[CH:12][C:11]=2[Br:29])=O)=CC=1.O.C1(C)C=CC(S(O)(=O)=O)=CC=1.CC1C=CC(C)=CC=1, predict the reaction product. The product is: [Br:29][C:11]1[C:10]2[O:26][C:17]([C:18]3[CH:23]=[CH:22][C:21]([OH:24])=[CH:20][CH:19]=3)=[N:16][C:15]=2[CH:14]=[C:13]([OH:27])[CH:12]=1. (2) Given the reactants [NH2:1][C:2]1[CH:3]=[C:4]2[C:20](=[O:21])[NH:19][N:18]=[CH:17][C:6]3=[C:7]([C:11]4[CH:16]=[CH:15][CH:14]=[CH:13][CH:12]=4)[NH:8][C:9]([CH:10]=1)=[C:5]23.[C:22]1([C@H:28]2[CH2:30][C@@H:29]2[C:31](O)=[O:32])[CH:27]=[CH:26][CH:25]=[CH:24][CH:23]=1.C(N(CC)CC)C.F[P-](F)(F)(F)(F)F.N1(OC(N(C)C)=[N+](C)C)C2N=CC=CC=2N=N1, predict the reaction product. The product is: [O:21]=[C:20]1[C:4]2[C:5]3[C:6](=[C:7]([C:11]4[CH:12]=[CH:13][CH:14]=[CH:15][CH:16]=4)[NH:8][C:9]=3[CH:10]=[C:2]([NH:1][C:31]([C@H:29]3[CH2:30][C@@H:28]3[C:22]3[CH:27]=[CH:26][CH:25]=[CH:24][CH:23]=3)=[O:32])[CH:3]=2)[CH:17]=[N:18][NH:19]1. (3) Given the reactants [Cl:1][C:2]1[CH:3]=[CH:4][C:5]([C:8]2[CH:13]=[CH:12][CH:11]=[CH:10][CH:9]=2)=[N:6][CH:7]=1.C([Li])(C)(C)C.I[C:20]1[CH:30]=[CH:29][C:23]([C:24]([O:26][CH2:27][CH3:28])=[O:25])=[CH:22][CH:21]=1.Cl, predict the reaction product. The product is: [Cl:1][C:2]1[C:7]([C:20]2[CH:30]=[CH:29][C:23]([C:24]([O:26][CH2:27][CH3:28])=[O:25])=[CH:22][CH:21]=2)=[N:6][C:5]([C:8]2[CH:13]=[CH:12][CH:11]=[CH:10][CH:9]=2)=[CH:4][CH:3]=1. (4) Given the reactants [OH:1][C:2]1[CH:7]=[CH:6][C:5]([C:8](=[O:10])[CH3:9])=[CH:4][C:3]=1[O:11][CH3:12].C(=O)([O-])[O-].[K+].[K+].CN(C=O)C.[Br:24][C:25]1[CH:30]=[CH:29][C:28]([CH2:31]Br)=[C:27]([F:33])[CH:26]=1, predict the reaction product. The product is: [Br:24][C:25]1[CH:30]=[CH:29][C:28]([CH2:31][O:1][C:2]2[CH:7]=[CH:6][C:5]([C:8](=[O:10])[CH3:9])=[CH:4][C:3]=2[O:11][CH3:12])=[C:27]([F:33])[CH:26]=1. (5) The product is: [Br:1][C:2]1[CH:7]=[CH:6][C:5]2[N:8]([CH3:9])[N:11]=[N:10][C:4]=2[CH:3]=1. Given the reactants [Br:1][C:2]1[CH:3]=[C:4]([NH2:10])[C:5]([NH:8][CH3:9])=[CH:6][CH:7]=1.[N:11]([O-])=O.[Na+].[OH-].[K+], predict the reaction product. (6) The product is: [CH2:1]([O:3][C:4]1[CH:10]=[CH:9][CH:8]=[C:6]([N:7]=[C:13]=[O:15])[C:5]=1[CH3:11])[CH3:2]. Given the reactants [CH2:1]([O:3][C:4]1[C:5]([CH3:11])=[C:6]([CH:8]=[CH:9][CH:10]=1)[NH2:7])[CH3:2].Cl[C:13](Cl)([O:15]C(=O)OC(Cl)(Cl)Cl)Cl, predict the reaction product.